Predict the reactants needed to synthesize the given product. From a dataset of Full USPTO retrosynthesis dataset with 1.9M reactions from patents (1976-2016). (1) Given the product [NH2:17][CH2:18][C:19]1[CH:24]=[CH:23][C:22]([NH:25][C:9]([NH:8][C:5]2[CH:6]=[CH:7][C:2]([Cl:1])=[CH:3][CH:4]=2)=[O:10])=[CH:21][CH:20]=1, predict the reactants needed to synthesize it. The reactants are: [Cl:1][C:2]1[CH:7]=[CH:6][C:5]([N:8]=[C:9]=[O:10])=[CH:4][CH:3]=1.C(OC(=O)[NH:17][CH2:18][C:19]1[CH:24]=[CH:23][C:22]([NH2:25])=[CH:21][CH:20]=1)(C)(C)C. (2) Given the product [Si:11]([O:28][CH2:29][CH:30]([OH:35])[CH2:31][N:32]1[CH:39]=[CH:38][N:37]=[C:33]1[CH2:34][OH:36])([C:24]([CH3:26])([CH3:27])[CH3:25])([C:12]1[CH:13]=[CH:14][CH:15]=[CH:16][CH:17]=1)[C:18]1[CH:23]=[CH:22][CH:21]=[CH:20][CH:19]=1, predict the reactants needed to synthesize it. The reactants are: [H-].C([Al+]CC(C)C)C(C)C.[Si:11]([O:28][CH2:29][CH:30]1[O:35][C:34](=[O:36])[C:33]2=[N:37][CH:38]=[CH:39][N:32]2[CH2:31]1)([C:24]([CH3:27])([CH3:26])[CH3:25])([C:18]1[CH:23]=[CH:22][CH:21]=[CH:20][CH:19]=1)[C:12]1[CH:17]=[CH:16][CH:15]=[CH:14][CH:13]=1.CO.[BH4-].[Na+]. (3) Given the product [Cl:1][C:2]1[S:6][C:5]([S:7]([NH:10][C:11]([NH:13][CH2:14][CH2:15][CH2:16][CH2:17][CH2:18][CH2:19][CH2:20][CH3:21])=[NH:12])(=[O:9])=[O:8])=[C:4]([B:27]([OH:30])[OH:28])[CH:3]=1, predict the reactants needed to synthesize it. The reactants are: [Cl:1][C:2]1[S:6][C:5]([S:7]([NH:10][C:11]([NH:13][CH2:14][CH2:15][CH2:16][CH2:17][CH2:18][CH2:19][CH2:20][CH3:21])=[NH:12])(=[O:9])=[O:8])=[CH:4][CH:3]=1.C([Li])CCC.[B:27](OC)([O:30]C)[O:28]C.Cl.